From a dataset of Catalyst prediction with 721,799 reactions and 888 catalyst types from USPTO. Predict which catalyst facilitates the given reaction. (1) Reactant: [CH3:1][C:2]1([CH3:10])[CH2:7][CH:6]([CH2:8][OH:9])[CH2:5][CH2:4][O:3]1.N1C=CC=CC=1.[C:17]1([CH3:27])[CH:22]=[CH:21][C:20]([S:23](Cl)(=[O:25])=[O:24])=[CH:19][CH:18]=1. Product: [CH3:27][C:17]1[CH:22]=[CH:21][C:20]([S:23]([O:9][CH2:8][CH:6]2[CH2:5][CH2:4][O:3][C:2]([CH3:10])([CH3:1])[CH2:7]2)(=[O:25])=[O:24])=[CH:19][CH:18]=1. The catalyst class is: 808. (2) Reactant: [CH3:1][O:2][C:3]([C:5]1([S:11]([C:14]2[CH:19]=[CH:18][C:17]([O:20][CH2:21][C:22]#[C:23][CH3:24])=[CH:16][CH:15]=2)(=[O:13])=[O:12])[CH2:10][CH2:9][NH:8][CH2:7][CH2:6]1)=[O:4].C(=O)(O)[O-].[Na+].[CH2:30]([O:32][C:33](Cl)=[O:34])[CH3:31]. Product: [CH2:21]([O:20][C:17]1[CH:16]=[CH:15][C:14]([S:11]([C:5]2([C:3]([O:2][CH3:1])=[O:4])[CH2:10][CH2:9][N:8]([C:33]([O:32][CH2:30][CH3:31])=[O:34])[CH2:7][CH2:6]2)(=[O:13])=[O:12])=[CH:19][CH:18]=1)[C:22]#[C:23][CH3:24]. The catalyst class is: 22. (3) Reactant: [CH:1]([S:4]([C:7]1[CH:12]=[CH:11][C:10]([C:13]2[N:14]=[C:15]([CH:20]=[CH2:21])[C:16]([NH2:19])=[N:17][CH:18]=2)=[CH:9][CH:8]=1)(=[O:6])=[O:5])([CH3:3])[CH3:2].[OH:22]/[N:23]=[C:24](\Cl)/[C:25]1[CH:30]=[CH:29][CH:28]=[CH:27][CH:26]=1. Product: [CH:1]([S:4]([C:7]1[CH:12]=[CH:11][C:10]([C:13]2[N:14]=[C:15]([CH:20]3[O:22][N:23]=[C:24]([C:25]4[CH:30]=[CH:29][CH:28]=[CH:27][CH:26]=4)[CH2:21]3)[C:16]([NH2:19])=[N:17][CH:18]=2)=[CH:9][CH:8]=1)(=[O:5])=[O:6])([CH3:3])[CH3:2]. The catalyst class is: 288. (4) Reactant: [OH-].[Na+].[C:3]([C:5]1[N:16](S(C2C=CC=CC=2)(=O)=O)[C:8]2=[N:9][CH:10]=[C:11]([N+:13]([O-:15])=[O:14])[CH:12]=[C:7]2[CH:6]=1)#[CH:4].O.C(OCC)(=O)C. Product: [C:3]([C:5]1[NH:16][C:8]2=[N:9][CH:10]=[C:11]([N+:13]([O-:15])=[O:14])[CH:12]=[C:7]2[CH:6]=1)#[CH:4]. The catalyst class is: 1. (5) Reactant: CS(CSC)=[O:3].[CH2:7]([Li])[CH2:8][CH2:9][CH3:10].BrCC(O[CH2:18][C:19]1[CH:24]=[CH:23][CH:22]=[CH:21][CH:20]=1)CBr.[OH2:25]. Product: [CH2:18]([O:25][CH:8]1[CH2:9][C:10](=[O:3])[CH2:7]1)[C:19]1[CH:20]=[CH:21][CH:22]=[CH:23][CH:24]=1. The catalyst class is: 1.